From a dataset of Forward reaction prediction with 1.9M reactions from USPTO patents (1976-2016). Predict the product of the given reaction. (1) The product is: [CH3:27][CH:28]1[CH2:33][CH2:32][CH2:31][N:30]([CH2:12][C@H:13]2[O:18][C:17]3[CH:19]=[C:20]([S:23]([CH3:26])(=[O:24])=[O:25])[CH:21]=[CH:22][C:16]=3[O:15][CH2:14]2)[CH2:29]1. Given the reactants CC1C=CC(S(O[CH2:12][C@H:13]2[O:18][C:17]3[CH:19]=[C:20]([S:23]([CH3:26])(=[O:25])=[O:24])[CH:21]=[CH:22][C:16]=3[O:15][CH2:14]2)(=O)=O)=CC=1.[CH3:27][CH:28]1[CH2:33][CH2:32][CH2:31][NH:30][CH2:29]1, predict the reaction product. (2) Given the reactants [H-].[Na+].[NH:3]1[CH:7]=[CH:6][N:5]=[CH:4]1.Br[CH2:9][CH:10]([C:12]1[CH:17]=[CH:16][CH:15]=[CH:14][C:13]=1[Cl:18])[OH:11], predict the reaction product. The product is: [Cl:18][C:13]1[CH:14]=[CH:15][CH:16]=[CH:17][C:12]=1[CH:10]([OH:11])[CH2:9][C:4]1[NH:3][CH:7]=[CH:6][N:5]=1. (3) Given the reactants [CH3:1][N:2]([CH3:20])[CH2:3][CH2:4][NH:5][C:6]([C:8]1[NH:9][C:10]2[C:15]([CH:16]=1)=[CH:14][CH:13]=[C:12]([N+:17]([O-])=O)[CH:11]=2)=[O:7], predict the reaction product. The product is: [CH3:1][N:2]([CH3:20])[CH2:3][CH2:4][NH:5][C:6]([C:8]1[NH:9][C:10]2[C:15]([CH:16]=1)=[CH:14][CH:13]=[C:12]([NH2:17])[CH:11]=2)=[O:7].